From a dataset of Full USPTO retrosynthesis dataset with 1.9M reactions from patents (1976-2016). Predict the reactants needed to synthesize the given product. (1) Given the product [OH:9][CH2:8][C@H:7]([NH:14][C:15]([C:17]1[CH:22]=[CH:21][C:20]([C:23]2[CH:28]=[CH:27][CH:26]=[C:25]([NH:29][S:36]([C:33]3[CH:34]=[CH:35][S:31][CH:32]=3)(=[O:38])=[O:37])[CH:24]=2)=[CH:19][CH:18]=1)=[O:16])[C:6]([OH:5])=[O:30], predict the reactants needed to synthesize it. The reactants are: C([O:5][C:6](=[O:30])[C@@H:7]([NH:14][C:15]([C:17]1[CH:22]=[CH:21][C:20]([C:23]2[CH:28]=[CH:27][CH:26]=[C:25]([NH2:29])[CH:24]=2)=[CH:19][CH:18]=1)=[O:16])[CH2:8][O:9]C(C)(C)C)(C)(C)C.[S:31]1[CH:35]=[CH:34][C:33]([S:36](Cl)(=[O:38])=[O:37])=[CH:32]1. (2) Given the product [CH3:1][O:2][C:3]1[CH:4]=[C:5]2[C:9](=[CH:10][C:11]=1[O:12][CH3:13])[CH2:8][C:7]([C:14]([NH:16][C:17]1[CH:26]=[CH:25][CH:24]=[CH:23][C:18]=1[C:19]([OH:21])=[O:20])=[O:15])=[CH:6]2, predict the reactants needed to synthesize it. The reactants are: [CH3:1][O:2][C:3]1[CH:4]=[C:5]2[C:9](=[CH:10][C:11]=1[O:12][CH3:13])[CH2:8][C:7]([C:14]([NH:16][C:17]1[CH:26]=[CH:25][CH:24]=[CH:23][C:18]=1[C:19]([O:21]C)=[O:20])=[O:15])=[CH:6]2.[OH-].[Na+]. (3) Given the product [CH3:19][C:16]1[N:15]=[CH:14][C:13]([CH:8]([O:7][CH:1]([CH2:6][CH3:5])[CH2:2][CH3:3])[CH2:9][N+:10]([O-:12])=[O:11])=[CH:18][N:17]=1, predict the reactants needed to synthesize it. The reactants are: [CH:1]1([O:7][CH:8]([C:13]2[CH:14]=[N:15][C:16]([CH3:19])=[N:17][CH:18]=2)[CH2:9][N+:10]([O-:12])=[O:11])[CH2:6][CH2:5]C[CH2:3][CH2:2]1.CCC(O)CC. (4) Given the product [CH:37]1([CH2:36][C:35]([NH:34][C:32]([NH:31][C:6]2[CH:7]=[CH:8][C:9]([O:10][C:11]3[C:16]4=[C:17]([CH3:30])[C:18]([O:20][CH2:21][CH2:22][N:23]5[CH2:24][CH2:25][N:26]([CH3:29])[CH2:27][CH2:28]5)=[CH:19][N:15]4[N:14]=[CH:13][N:12]=3)=[C:4]([F:3])[CH:5]=2)=[O:53])=[O:44])[CH2:42][CH2:41]1, predict the reactants needed to synthesize it. The reactants are: Cl.Cl.[F:3][C:4]1[CH:5]=[C:6]([NH:31][C:32]([NH:34][C:35](=[O:44])[CH2:36][C:37]2[CH:42]=[CH:41]C(F)=CC=2)=S)[CH:7]=[CH:8][C:9]=1[O:10][C:11]1[C:16]2=[C:17]([CH3:30])[C:18]([O:20][CH2:21][CH2:22][N:23]3[CH2:28][CH2:27][N:26]([CH3:29])[CH2:25][CH2:24]3)=[CH:19][N:15]2[N:14]=[CH:13][N:12]=1.Cl.FC1C=C(NC(=O)CC(NC2C=CC(F)=CC=2)=O)C=CC=1[O:53]C1C2=C(C)C(OCCN3CCOCC3)=CN2N=CN=1. (5) Given the product [Si:21]([O:22][CH2:23][CH2:24]/[CH:25]=[CH:26]/[C:2]1[N:7]=[C:6]2[N:8]([CH3:16])[C:9](=[O:15])[N:10]([CH2:11][C:12]([CH3:13])([CH3:14])[CH3:38])[C:5]2=[CH:4][CH:3]=1)([C:17]([CH3:18])([CH3:19])[CH3:20])([CH3:36])[CH3:37], predict the reactants needed to synthesize it. The reactants are: Cl[C:2]1[N:7]=[C:6]2[N:8]([CH3:16])[C:9](=[O:15])[N:10]([CH2:11][CH:12]3[CH2:14][CH2:13]3)[C:5]2=[CH:4][CH:3]=1.[C:17]([Si:21]([CH3:37])([CH3:36])[O:22][CH2:23][CH2:24]/[CH:25]=[CH:26]/B1OC(C)(C)C(C)(C)O1)([CH3:20])([CH3:19])[CH3:18].[C:38]([O-])([O-])=O.[Cs+].[Cs+].O. (6) Given the product [F:1][C:2]1[CH:3]=[C:4]([CH:5]=[CH:6][C:7]=1[F:8])[O:9][C:11]1[N:12]=[C:13]([OH:27])[C:14]2[CH:20]=[CH:19][N:18]=[C:17]([C:21]3[N:22]=[CH:23][N:24]([CH3:26])[CH:25]=3)[C:15]=2[N:16]=1, predict the reactants needed to synthesize it. The reactants are: [F:1][C:2]1[CH:3]=[C:4]([OH:9])[CH:5]=[CH:6][C:7]=1[F:8].Cl[C:11]1[N:12]=[C:13]([OH:27])[C:14]2[CH:20]=[CH:19][N:18]=[C:17]([C:21]3[N:22]=[CH:23][N:24]([CH3:26])[CH:25]=3)[C:15]=2[N:16]=1. (7) Given the product [C:1]([O:5][C:6]([N:8]1[CH2:13][CH2:12][CH:11]([C:14]2[N:24]([CH2:22][CH3:23])[N:25]=[C:16]([CH2:17][CH3:18])[C:15]=2[CH3:20])[CH2:10][CH2:9]1)=[O:7])([CH3:4])([CH3:3])[CH3:2], predict the reactants needed to synthesize it. The reactants are: [C:1]([O:5][C:6]([N:8]1[CH2:13][CH2:12][CH:11]([C:14](=O)[CH:15]([CH3:20])[C:16](=O)[CH2:17][CH3:18])[CH2:10][CH2:9]1)=[O:7])([CH3:4])([CH3:3])[CH3:2].[CH2:22]([NH:24][NH2:25])[CH3:23]. (8) Given the product [CH3:12][C:11]1[C:2]([B:26]([OH:27])[OH:25])=[CH:3][C:4]2[C:5]([CH3:16])([CH3:15])[CH:6]=[CH:7][C:8]([CH3:14])([CH3:13])[C:9]=2[CH:10]=1, predict the reactants needed to synthesize it. The reactants are: Br[C:2]1[CH:3]=[C:4]2[C:9](=[CH:10][C:11]=1[CH3:12])[C:8]([CH3:14])([CH3:13])[CH:7]=[CH:6][C:5]2([CH3:16])[CH3:15].[Li]CCCC.C([O:25][B:26](OC(C)C)[O:27]C(C)C)(C)C.Cl. (9) Given the product [C:5]([O-:8])(=[O:7])[CH3:6].[Mg+2:9].[C:10]([O-:13])(=[O:12])[CH3:11], predict the reactants needed to synthesize it. The reactants are: O.O.O.O.[C:5]([O-:8])(=[O:7])[CH3:6].[Mg+2:9].[C:10]([O-:13])(=[O:12])[CH3:11].NCCC[Si](OCC)(OCC)OCC.[SiH4].[Mg]. (10) The reactants are: [CH3:1][O:2][C:3]1[CH:4]=[C:5]2[C:9](=[CH:10][CH:11]=1)[CH2:8][CH:7]=[CH:6]2.C[Si]([N-][Si](C)(C)C)(C)C.[Li+].Cl[CH2:23][CH2:24][N:25]([CH2:33][CH2:34]Cl)[C:26](=[O:32])[O:27][C:28]([CH3:31])([CH3:30])[CH3:29]. Given the product [CH3:1][O:2][C:3]1[CH:4]=[C:5]2[C:9](=[CH:10][CH:11]=1)[C:8]1([CH2:34][CH2:33][N:25]([C:26]([O:27][C:28]([CH3:30])([CH3:29])[CH3:31])=[O:32])[CH2:24][CH2:23]1)[CH:7]=[CH:6]2, predict the reactants needed to synthesize it.